This data is from Catalyst prediction with 721,799 reactions and 888 catalyst types from USPTO. The task is: Predict which catalyst facilitates the given reaction. (1) Reactant: [C:1](=[O:28])([O:12][CH2:13][C@H:14]([NH:21][C:22](=[O:27])[CH2:23][CH2:24][CH:25]=[CH2:26])[C:15]1[CH:20]=[CH:19][CH:18]=[CH:17][CH:16]=1)OC1C=CC([N+]([O-])=O)=CC=1.CCN(C(C)C)C(C)C.Cl.[CH2:39]([NH:42][CH2:43][C:44]([O:46][C:47]([CH3:50])([CH3:49])[CH3:48])=[O:45])[CH:40]=[CH2:41]. Product: [CH2:39]([N:42]([C:1]([O:12][CH2:13][C@H:14]([NH:21][C:22](=[O:27])[CH2:23][CH2:24][CH:25]=[CH2:26])[C:15]1[CH:16]=[CH:17][CH:18]=[CH:19][CH:20]=1)=[O:28])[CH2:43][C:44]([O:46][C:47]([CH3:50])([CH3:49])[CH3:48])=[O:45])[CH:40]=[CH2:41]. The catalyst class is: 79. (2) The catalyst class is: 3. Product: [CH3:1][N:2]1[CH:6]=[C:5]([C:7]2[O:9][N:24]=[C:12]([C:13]3[CH:14]=[CH:15][C:16]([O:19][C:20]([F:21])([F:22])[F:23])=[CH:17][CH:18]=3)[N:11]=2)[N:4]=[CH:3]1. Reactant: [CH3:1][N:2]1[CH:6]=[C:5]([C:7]([OH:9])=O)[N:4]=[CH:3]1.O[NH:11][C:12](=[NH:24])[C:13]1[CH:18]=[CH:17][C:16]([O:19][C:20]([F:23])([F:22])[F:21])=[CH:15][CH:14]=1.C1C=CC2N(O)N=NC=2C=1.CCN=C=NCCCN(C)C. (3) Product: [CH2:1]([N:8]1[CH2:9][CH2:10][CH:11]([OH:13])[CH2:12][CH:15]1[C:14]([OH:18])=[O:17])[C:2]1[CH:7]=[CH:6][CH:5]=[CH:4][CH:3]=1. The catalyst class is: 47. Reactant: [CH2:1]([NH:8][CH2:9][CH2:10][CH:11]=[CH2:12])[C:2]1[CH:7]=[CH:6][CH:5]=[CH:4][CH:3]=1.[OH2:13].[C:14]([OH:18])(=[O:17])[CH:15]=O. (4) The catalyst class is: 129. Reactant: [CH3:1][C:2]1([CH3:24])[CH2:6][CH:5]2[CH:7]([CH:16]=[CH:17][C:18]3[CH:23]=[CH:22][CH:21]=[CH:20][CH:19]=3)[C:8]([N+:13]([O-])=O)=[C:9]([CH3:12])[C:10]([CH3:11])=[C:4]2[O:3]1. Product: [CH3:1][C:2]1([CH3:24])[CH2:6][CH:5]2[CH:7]([CH2:16][CH2:17][C:18]3[CH:19]=[CH:20][CH:21]=[CH:22][CH:23]=3)[C:8]([NH2:13])=[C:9]([CH3:12])[C:10]([CH3:11])=[C:4]2[O:3]1. (5) Reactant: C[N:2]([CH3:20])/[CH:3]=[C:4](/[C:10](=[O:19])[C:11]1[CH:16]=[C:15]([I:17])[CH:14]=[CH:13][C:12]=1F)\[C:5]([O:7][CH2:8][CH3:9])=[O:6].[CH2:21](N)[CH2:22][CH2:23]C.C(=O)([O-])[O-].[K+].[K+].CN(C=O)C. Product: [CH2:20]([N:2]1[C:12]2[C:11](=[CH:16][C:15]([I:17])=[CH:14][CH:13]=2)[C:10](=[O:19])[C:4]([C:5]([O:7][CH2:8][CH3:9])=[O:6])=[CH:3]1)[CH2:21][CH2:22][CH3:23]. The catalyst class is: 40. (6) Reactant: [Cl-].[CH3:2][O:3][CH2:4][P+](C1C=CC=CC=1)(C1C=CC=CC=1)C1C=CC=CC=1.CC(C)([O-])C.[K+].O=[C:31]1[CH2:36][CH2:35][CH:34]([C:37]([O:39][CH3:40])=[O:38])[CH2:33][CH2:32]1.[Cl-].[NH4+]. Product: [CH3:2][O:3][CH:4]=[C:31]1[CH2:36][CH2:35][CH:34]([C:37]([O:39][CH3:40])=[O:38])[CH2:33][CH2:32]1. The catalyst class is: 30. (7) Reactant: [N:1]1[CH:6]=[CH:5][CH:4]=[CH:3][CH:2]=1.[CH3:7][N:8]1[C:16]2[C:11](=[CH:12][CH:13]=[CH:14][CH:15]=2)[C:10](=[O:17])[C:9]1=[O:18].FC(F)(F)S(O[C:25]1[CH:30]=[CH:29][CH:28]=[CH:27][C:26]=1[Si](C)(C)C)(=O)=O.[F-].[K+].O1CCOCCOCCOCCOCCOCC1. Product: [CH3:7][N:8]1[C:16]2[C:11](=[CH:12][CH:13]=[CH:14][CH:15]=2)[C:10]([O:17][C:25]2[CH:30]=[CH:29][CH:28]=[CH:27][CH:26]=2)([C:2]2[CH:3]=[CH:4][CH:5]=[CH:6][N:1]=2)[C:9]1=[O:18]. The catalyst class is: 1. (8) Reactant: [NH2:1][C:2](=[O:29])[C@@H:3]([NH:12][C:13]([C:15]1([NH:21][C:22](=[O:28])[O:23][C:24]([CH3:27])([CH3:26])[CH3:25])[CH2:20][CH2:19][O:18][CH2:17][CH2:16]1)=[O:14])[CH2:4][C:5]1[CH:10]=[CH:9][C:8](I)=[CH:7][CH:6]=1.[CH3:30][O:31][CH2:32][CH2:33][CH2:34][N:35]1[C:39]2[CH:40]=[C:41](B3OC(C)(C)C(C)(C)O3)[CH:42]=[CH:43][C:38]=2[O:37][C:36]1=[O:53].C(=O)([O-])[O-].[Na+].[Na+]. Product: [NH2:1][C:2](=[O:29])[C@@H:3]([NH:12][C:13]([C:15]1([NH:21][C:22](=[O:28])[O:23][C:24]([CH3:27])([CH3:26])[CH3:25])[CH2:20][CH2:19][O:18][CH2:17][CH2:16]1)=[O:14])[CH2:4][C:5]1[CH:10]=[CH:9][C:8]([C:41]2[CH:42]=[CH:43][C:38]3[O:37][C:36](=[O:53])[N:35]([CH2:34][CH2:33][CH2:32][O:31][CH3:30])[C:39]=3[CH:40]=2)=[CH:7][CH:6]=1. The catalyst class is: 10. (9) Reactant: [C:1]([N:8]1[CH2:13][CH2:12][CH:11]([CH2:14][CH2:15][OH:16])[CH2:10][CH2:9]1)([O:3][C:4]([CH3:7])([CH3:6])[CH3:5])=[O:2].O[C:18]1[CH:19]=[C:20]([CH:26]=[CH:27][CH:28]=1)[C:21]([O:23][CH2:24][CH3:25])=[O:22].C(P(CCCC)CCCC)CCC.C1CCN(C(N=NC(N2CCCCC2)=O)=O)CC1. Product: [CH2:24]([O:23][C:21](=[O:22])[C:20]1[CH:26]=[CH:27][CH:28]=[C:18]([O:16][CH2:15][CH2:14][CH:11]2[CH2:12][CH2:13][N:8]([C:1]([O:3][C:4]([CH3:7])([CH3:6])[CH3:5])=[O:2])[CH2:9][CH2:10]2)[CH:19]=1)[CH3:25]. The catalyst class is: 1.